Dataset: NCI-60 drug combinations with 297,098 pairs across 59 cell lines. Task: Regression. Given two drug SMILES strings and cell line genomic features, predict the synergy score measuring deviation from expected non-interaction effect. (1) Drug 1: CC1=CC2C(CCC3(C2CCC3(C(=O)C)OC(=O)C)C)C4(C1=CC(=O)CC4)C. Cell line: T-47D. Synergy scores: CSS=3.23, Synergy_ZIP=-4.03, Synergy_Bliss=-6.41, Synergy_Loewe=-7.00, Synergy_HSA=-6.56. Drug 2: C1=NC2=C(N=C(N=C2N1C3C(C(C(O3)CO)O)O)F)N. (2) Drug 1: C1=CC(=CC=C1CCCC(=O)O)N(CCCl)CCCl. Drug 2: CCC1=C2CN3C(=CC4=C(C3=O)COC(=O)C4(CC)O)C2=NC5=C1C=C(C=C5)O. Cell line: K-562. Synergy scores: CSS=34.0, Synergy_ZIP=-8.08, Synergy_Bliss=-5.93, Synergy_Loewe=-7.85, Synergy_HSA=-2.50. (3) Drug 1: C1=NC2=C(N=C(N=C2N1C3C(C(C(O3)CO)O)F)Cl)N. Drug 2: CC12CCC3C(C1CCC2O)C(CC4=C3C=CC(=C4)O)CCCCCCCCCS(=O)CCCC(C(F)(F)F)(F)F. Cell line: LOX IMVI. Synergy scores: CSS=-0.0210, Synergy_ZIP=2.63, Synergy_Bliss=3.44, Synergy_Loewe=3.22, Synergy_HSA=0.821. (4) Drug 1: C1CCC(C(C1)N)N.C(=O)(C(=O)[O-])[O-].[Pt+4]. Drug 2: CC1CCCC2(C(O2)CC(NC(=O)CC(C(C(=O)C(C1O)C)(C)C)O)C(=CC3=CSC(=N3)C)C)C. Cell line: T-47D. Synergy scores: CSS=49.0, Synergy_ZIP=-2.52, Synergy_Bliss=-2.00, Synergy_Loewe=-9.85, Synergy_HSA=0.913. (5) Drug 1: CC1=C2C(C(=O)C3(C(CC4C(C3C(C(C2(C)C)(CC1OC(=O)C(C(C5=CC=CC=C5)NC(=O)C6=CC=CC=C6)O)O)OC(=O)C7=CC=CC=C7)(CO4)OC(=O)C)O)C)OC(=O)C. Drug 2: CCCCC(=O)OCC(=O)C1(CC(C2=C(C1)C(=C3C(=C2O)C(=O)C4=C(C3=O)C=CC=C4OC)O)OC5CC(C(C(O5)C)O)NC(=O)C(F)(F)F)O. Cell line: HOP-92. Synergy scores: CSS=42.1, Synergy_ZIP=-5.30, Synergy_Bliss=-6.72, Synergy_Loewe=-0.807, Synergy_HSA=-2.68. (6) Drug 1: CC1=CC2C(CCC3(C2CCC3(C(=O)C)OC(=O)C)C)C4(C1=CC(=O)CC4)C. Drug 2: C(=O)(N)NO. Cell line: SF-539. Synergy scores: CSS=-0.970, Synergy_ZIP=-0.889, Synergy_Bliss=-5.24, Synergy_Loewe=-5.90, Synergy_HSA=-5.94. (7) Drug 1: C1CN(CCN1C(=O)CCBr)C(=O)CCBr. Drug 2: COCCOC1=C(C=C2C(=C1)C(=NC=N2)NC3=CC=CC(=C3)C#C)OCCOC.Cl. Cell line: 786-0. Synergy scores: CSS=16.2, Synergy_ZIP=-5.77, Synergy_Bliss=-6.76, Synergy_Loewe=8.49, Synergy_HSA=-2.79.